From a dataset of Full USPTO retrosynthesis dataset with 1.9M reactions from patents (1976-2016). Predict the reactants needed to synthesize the given product. (1) Given the product [O:6]=[C:2]([CH3:1])[CH2:7][CH2:8][CH2:9][CH2:10][N:11]1[CH:15]=[CH:14][C:13]([NH:16][C:25](=[O:26])/[CH:24]=[CH:23]/[C:17]2[CH:22]=[CH:21][CH:20]=[CH:19][CH:18]=2)=[N:12]1, predict the reactants needed to synthesize it. The reactants are: [CH3:1][C:2]1([CH2:7][CH2:8][CH2:9][CH2:10][N:11]2[CH:15]=[CH:14][C:13]([NH2:16])=[N:12]2)[O:6]CCO1.[C:17]1(/[CH:23]=[CH:24]/[C:25](O)=[O:26])[CH:22]=[CH:21][CH:20]=[CH:19][CH:18]=1. (2) Given the product [Cl:32][C:33]1[N:34]=[CH:35][C:36]2[C:41]([CH:42]=1)=[CH:40][CH:39]=[CH:38][C:37]=2[CH2:43][N:14]1[C:13]2[CH:18]=[C:19]([F:20])[C:10]([S:7]([NH:6][C:21]3[S:25][N:24]=[CH:23][N:22]=3)(=[O:9])=[O:8])=[CH:11][C:12]=2[O:16][C:15]1=[O:17], predict the reactants needed to synthesize it. The reactants are: COC1C=C(OC)C=CC=1C[N:6]([C:21]1[S:25][N:24]=[CH:23][N:22]=1)[S:7]([C:10]1[C:19]([F:20])=[CH:18][C:13]2[NH:14][C:15](=[O:17])[O:16][C:12]=2[CH:11]=1)(=[O:9])=[O:8].[Cl:32][C:33]1[N:34]=[CH:35][C:36]2[C:41]([CH:42]=1)=[CH:40][CH:39]=[CH:38][C:37]=2[CH2:43]O.C1(P(C2C=CC=CC=2)C2C=CC=CC=2)C=CC=CC=1.N(/C(OC(C)(C)C)=O)=N\C(OC(C)(C)C)=O. (3) Given the product [CH3:11][O:10][CH:8]([C:5]1[CH:6]=[CH:7][C:2]([B:20]2[O:21][C:22]([CH3:24])([CH3:23])[C:18]([CH3:34])([CH3:17])[O:19]2)=[CH:3][CH:4]=1)[CH3:9], predict the reactants needed to synthesize it. The reactants are: Br[C:2]1[CH:7]=[CH:6][C:5]([CH:8]([O:10][CH3:11])[CH3:9])=[CH:4][CH:3]=1.CC([O-])=O.[K+].[CH3:17][C:18]1([CH3:34])[C:22]([CH3:24])([CH3:23])[O:21][B:20]([B:20]2[O:21][C:22]([CH3:24])([CH3:23])[C:18]([CH3:34])([CH3:17])[O:19]2)[O:19]1.O. (4) Given the product [C:17]([O:8][CH2:7][C:6]1[CH:9]=[C:2]([Br:1])[CH:3]=[CH:4][C:5]=1[Cl:10])(=[O:24])[C:18]1[CH:23]=[CH:22][CH:21]=[CH:20][CH:19]=1, predict the reactants needed to synthesize it. The reactants are: [Br:1][C:2]1[CH:3]=[CH:4][C:5]([Cl:10])=[C:6]([CH:9]=1)[CH2:7][OH:8].N1C=CC=CC=1.[C:17](Cl)(=[O:24])[C:18]1[CH:23]=[CH:22][CH:21]=[CH:20][CH:19]=1.Cl. (5) Given the product [C:12]([O:16][C:17](=[O:36])[NH:18][C@@H:19]1[CH2:24][CH2:23][N:22]([C:25]2[CH:30]=[C:29]([C:31]#[N:32])[CH:28]=[C:27]([NH2:33])[C:26]=2[Cl:34])[CH2:21][C@H:20]1[O:35][Si:2]([CH:9]([CH3:11])[CH3:10])([CH:6]([CH3:8])[CH3:7])[CH:3]([CH3:5])[CH3:4])([CH3:15])([CH3:13])[CH3:14], predict the reactants needed to synthesize it. The reactants are: Cl[Si:2]([CH:9]([CH3:11])[CH3:10])([CH:6]([CH3:8])[CH3:7])[CH:3]([CH3:5])[CH3:4].[C:12]([O:16][C:17](=[O:36])[NH:18][C@@H:19]1[CH2:24][CH2:23][N:22]([C:25]2[CH:30]=[C:29]([C:31]#[N:32])[CH:28]=[C:27]([NH2:33])[C:26]=2[Cl:34])[CH2:21][C@H:20]1[OH:35])([CH3:15])([CH3:14])[CH3:13].N1C=CN=C1.